This data is from Catalyst prediction with 721,799 reactions and 888 catalyst types from USPTO. The task is: Predict which catalyst facilitates the given reaction. (1) Reactant: [CH2:1]([N:3]1[C:11]([C:12](=[O:19])[NH:13][CH2:14][C:15]([F:18])([F:17])[F:16])=[N:10][C:9]2[C:4]1=[N:5][CH:6]=[N:7][C:8]=2[NH:20][C@H:21]1[CH2:25][CH2:24][N:23](C(OC(C)(C)C)=O)[CH2:22]1)[CH3:2].C(O)(C(F)(F)F)=O. Product: [CH2:1]([N:3]1[C:11]([C:12]([NH:13][CH2:14][C:15]([F:17])([F:18])[F:16])=[O:19])=[N:10][C:9]2[C:4]1=[N:5][CH:6]=[N:7][C:8]=2[NH:20][C@H:21]1[CH2:25][CH2:24][NH:23][CH2:22]1)[CH3:2]. The catalyst class is: 4. (2) Reactant: [Cl:1][C:2]1[C:3]([C:8](=[N:27][OH:28])[C:9]2[C:10](F)=[C:11]([F:25])[C:12]([N:17]3[CH2:22][C@H:21]([CH3:23])[O:20][C@H:19]([CH3:24])[CH2:18]3)=[C:13]([CH2:15][OH:16])[CH:14]=2)=[N:4][CH:5]=[CH:6][N:7]=1.C([O-])([O-])=O.[K+].[K+]. Product: [Cl:1][C:2]1[C:3]([C:8]2[C:9]3[CH:14]=[C:13]([CH2:15][OH:16])[C:12]([N:17]4[CH2:22][C@H:21]([CH3:23])[O:20][C@H:19]([CH3:24])[CH2:18]4)=[C:11]([F:25])[C:10]=3[O:28][N:27]=2)=[N:4][CH:5]=[CH:6][N:7]=1. The catalyst class is: 210. (3) The catalyst class is: 23. Reactant: Cl[C:2]1[C:11]2[C:6](=[CH:7][C:8]([C:14]3[C:15]([CH3:20])=[N:16][O:17][C:18]=3[CH3:19])=[C:9]([O:12][CH3:13])[CH:10]=2)[N:5]=[CH:4][C:3]=1[N+:21]([O-:23])=[O:22].[N:24]1[CH:29]=[CH:28][CH:27]=[CH:26][C:25]=1[C@H:30]([NH2:32])[CH3:31]. Product: [CH3:20][C:15]1[C:14]([C:8]2[CH:7]=[C:6]3[C:11]([C:2]([NH:32][C@@H:30]([C:25]4[CH:26]=[CH:27][CH:28]=[CH:29][N:24]=4)[CH3:31])=[C:3]([N+:21]([O-:23])=[O:22])[CH:4]=[N:5]3)=[CH:10][C:9]=2[O:12][CH3:13])=[C:18]([CH3:19])[O:17][N:16]=1. (4) Reactant: [CH3:1][C:2]1[CH:7]=[C:6]([N+:8]([O-:10])=[O:9])[CH:5]=[CH:4][C:3]=1[N:11]=[C:12]1[S:16][CH2:15][C:14]2([CH2:20][CH2:19][CH2:18][CH2:17]2)[NH:13]1.Br[CH2:22][CH:23]1[CH2:28][CH2:27][CH2:26][CH2:25][CH2:24]1.[OH-].[Na+]. Product: [CH:23]1([CH2:22][N:13]2[C:14]3([CH2:17][CH2:18][CH2:19][CH2:20]3)[CH2:15][S:16][C:12]2=[N:11][C:3]2[CH:4]=[CH:5][C:6]([N+:8]([O-:10])=[O:9])=[CH:7][C:2]=2[CH3:1])[CH2:28][CH2:27][CH2:26][CH2:25][CH2:24]1. The catalyst class is: 3. (5) Reactant: [OH-:1].[Na+].[CH3:3][S:4][C:5]1[CH:10]=[CH:9][C:8]([OH:11])=[CH:7][CH:6]=1.[OH:12]O.[OH:14]S([O-])=O.[Na+]. The catalyst class is: 232. Product: [CH3:3][S:4]([C:5]1[CH:10]=[CH:9][C:8]([OH:11])=[CH:7][CH:6]=1)=[O:14].[CH3:3][S:4]([C:5]1[CH:10]=[CH:9][C:8]([OH:11])=[CH:7][CH:6]=1)(=[O:12])=[O:1]. (6) Reactant: [CH3:1][C@H:2]1[CH2:13][CH:12]=[CH:11][CH2:10][C@@H:9]([CH2:14][C:15]([O:17]C(C)(C)C)=O)[C:8](=[O:22])[N:7]2[CH2:23][CH2:24][CH2:25][C@H:6]2[CH2:5][NH:4][C:3]1=[O:26].FC(F)(F)C(O)=O.C[C@H]1CC=CC[C@@H](CC(O)=O)C(=O)N2CCC[C@H]2CNC1=O.[Cl:56][C:57]1[CH:62]=[CH:61][C:60]([CH2:63][NH2:64])=[CH:59][CH:58]=1. Product: [Cl:56][C:57]1[CH:62]=[CH:61][C:60]([CH2:63][NH:64][C:15](=[O:17])[CH2:14][C@H:9]2[C:8](=[O:22])[N:7]3[CH2:23][CH2:24][CH2:25][C@H:6]3[CH2:5][NH:4][C:3](=[O:26])[C@@H:2]([CH3:1])[CH2:13][CH:12]=[CH:11][CH2:10]2)=[CH:59][CH:58]=1. The catalyst class is: 512.